This data is from Reaction yield outcomes from USPTO patents with 853,638 reactions. The task is: Predict the reaction yield, written as a fraction of the theoretical maximum amount of product (1.0 means a 100% yield; for example, 0.34 means a 34% yield). (1) The reactants are [NH2:1][C:2]1[N:7]=[CH:6][N:5]=[C:4]2[N:8]([CH:20]([C:22]3[O:23][C:24]4[C:29]([C:30](=[O:39])[C:31]=3[C:32]3[CH:37]=[CH:36][CH:35]=[C:34]([F:38])[CH:33]=3)=[CH:28][CH:27]=[CH:26][CH:25]=4)[CH3:21])[N:9]=[C:10]([C:11]3[CH:16]=[C:15]([O:17]C)[CH:14]=[C:13]([F:19])[CH:12]=3)[C:3]=12. The catalyst is ClCCl.B(Br)(Br)Br. The product is [NH2:1][C:2]1[N:7]=[CH:6][N:5]=[C:4]2[N:8]([CH:20]([C:22]3[O:23][C:24]4[C:29]([C:30](=[O:39])[C:31]=3[C:32]3[CH:37]=[CH:36][CH:35]=[C:34]([F:38])[CH:33]=3)=[CH:28][CH:27]=[CH:26][CH:25]=4)[CH3:21])[N:9]=[C:10]([C:11]3[CH:16]=[C:15]([OH:17])[CH:14]=[C:13]([F:19])[CH:12]=3)[C:3]=12. The yield is 0.510. (2) The reactants are [Br:1][C:2]1[CH:3]=[CH:4][C:5]2[S:9][C:8]([S:10]([NH:13][C:14]3[CH:15]=[C:16]([CH:22]=[CH:23][CH:24]=3)[C:17]([O:19]CC)=[O:18])(=[O:12])=[O:11])=[C:7]([CH3:25])[C:6]=2[CH:26]=1.[OH-].[Na+]. The catalyst is CCO. The product is [Br:1][C:2]1[CH:3]=[CH:4][C:5]2[S:9][C:8]([S:10]([NH:13][C:14]3[CH:15]=[C:16]([CH:22]=[CH:23][CH:24]=3)[C:17]([OH:19])=[O:18])(=[O:12])=[O:11])=[C:7]([CH3:25])[C:6]=2[CH:26]=1. The yield is 0.580. (3) The reactants are N#N.C[CH:4]([OH:7])[CH2:5][CH3:6].[H-].[Na+].[C:10]([C:14]([NH:16][C:17]1[CH:22]=[CH:21][CH:20]=[C:19]([C:23]2[CH:28]=[CH:27][C:26]([CH3:29])=[CH:25][C:24]=2F)[N:18]=1)=[O:15])([CH3:13])([CH3:12])[CH3:11].[CH3:31]N(C)C=O. The catalyst is O. The product is [C:10]([C:14]([NH:16][C:17]1[CH:22]=[CH:21][CH:20]=[C:19]([C:23]2[CH:28]=[CH:27][C:26]([CH3:29])=[CH:25][C:24]=2[O:7][CH2:4][CH:5]([CH3:31])[CH3:6])[N:18]=1)=[O:15])([CH3:13])([CH3:12])[CH3:11]. The yield is 0.750. (4) The reactants are B(Cl)(Cl)Cl.C([NH:9][S:10]([C:13]1[S:14][C:15]([C:18]2[N:23]=[C:22]([NH:24][C:25]3[CH:29]=[C:28]([CH:30]4[CH2:32][CH2:31]4)[NH:27][N:26]=3)[C:21](/[CH:33]=[CH:34]/[CH2:35][OH:36])=[CH:20][N:19]=2)=[CH:16][CH:17]=1)(=[O:12])=[O:11])(C)(C)C. The catalyst is C(Cl)Cl. The product is [CH:30]1([C:28]2[NH:27][N:26]=[C:25]([NH:24][C:22]3[C:21](/[CH:33]=[CH:34]/[CH2:35][OH:36])=[CH:20][N:19]=[C:18]([C:15]4[S:14][C:13]([S:10]([NH2:9])(=[O:12])=[O:11])=[CH:17][CH:16]=4)[N:23]=3)[CH:29]=2)[CH2:32][CH2:31]1. The yield is 0.110. (5) The reactants are [C:1]1([C:7]2[C:8]3[C:13]([CH:14]=[C:15]4[C:20]=2[CH:19]=[CH:18][CH:17]=[CH:16]4)=[CH:12][CH:11]=[CH:10][CH:9]=3)[CH:6]=[CH:5][CH:4]=[CH:3][CH:2]=1.[Br:21]Br.S([O-])([O-])(=O)=S.[Na+].[Na+]. The catalyst is C(Cl)(Cl)(Cl)Cl. The product is [Br:21][C:14]1[C:15]2[C:20]([C:7]([C:1]3[CH:2]=[CH:3][CH:4]=[CH:5][CH:6]=3)=[C:8]3[C:13]=1[CH:12]=[CH:11][CH:10]=[CH:9]3)=[CH:19][CH:18]=[CH:17][CH:16]=2. The yield is 0.890. (6) The reactants are [N:1]([C:4]1[CH:11]=[CH:10][C:7]([C:8]#[N:9])=[C:6]([C:12]([F:15])([F:14])[F:13])[CH:5]=1)=[C:2]=[S:3].[CH3:16][S:17]([C:20]1[CH:25]=[CH:24][C:23]([NH:26][C:27]2([C:31]#N)[CH2:30][CH2:29][CH2:28]2)=[CH:22][CH:21]=1)(=[O:19])=[O:18].C[OH:34].Cl. The catalyst is CN(C=O)C.O. The product is [CH3:16][S:17]([C:20]1[CH:25]=[CH:24][C:23]([N:26]2[C:2](=[S:3])[N:1]([C:4]3[CH:11]=[CH:10][C:7]([C:8]#[N:9])=[C:6]([C:12]([F:13])([F:15])[F:14])[CH:5]=3)[C:31](=[O:34])[C:27]32[CH2:30][CH2:29][CH2:28]3)=[CH:22][CH:21]=1)(=[O:19])=[O:18]. The yield is 0.150. (7) The reactants are [N:1]1([CH2:7][C:8]2[CH:13]=[CH:12][C:11]([C:14]#[C:15][C:16]3[CH:24]=[CH:23][C:19]([C:20](O)=[O:21])=[CH:18][CH:17]=3)=[CH:10][CH:9]=2)[CH2:6][CH2:5][O:4][CH2:3][CH2:2]1.Cl.CN(C(ON1N=NC2C=CC=NC1=2)=[N+](C)C)C.F[P-](F)(F)(F)(F)F.CCN(C(C)C)C(C)C.[CH:59]1[C:71]2[CH:70]([CH2:72][O:73][C:74]([N:76]3[CH2:80][CH2:79][CH:78]([CH:81]([NH2:86])[C:82]([O:84][CH3:85])=[O:83])[CH2:77]3)=[O:75])[C:69]3[C:64](=[CH:65][CH:66]=[CH:67][CH:68]=3)[C:63]=2[CH:62]=[CH:61][CH:60]=1. The catalyst is CN(C=O)C.CCOC(C)=O. The product is [CH:59]1[C:71]2[CH:70]([CH2:72][O:73][C:74]([N:76]3[CH2:80][CH2:79][CH:78]([CH:81]([C:82]([O:84][CH3:85])=[O:83])[NH:86][C:20](=[O:21])[C:19]4[CH:18]=[CH:17][C:16]([C:15]#[C:14][C:11]5[CH:12]=[CH:13][C:8]([CH2:7][N:1]6[CH2:6][CH2:5][O:4][CH2:3][CH2:2]6)=[CH:9][CH:10]=5)=[CH:24][CH:23]=4)[CH2:77]3)=[O:75])[C:69]3[C:64](=[CH:65][CH:66]=[CH:67][CH:68]=3)[C:63]=2[CH:62]=[CH:61][CH:60]=1. The yield is 0.990. (8) The yield is 0.460. The catalyst is C1COCC1.CO. The product is [OH:15][CH2:14][C:11]1([C:17]([O:19][CH3:20])=[O:18])[CH2:10][CH2:9][N:8]([C:6]([O:5][C:1]([CH3:3])([CH3:4])[CH3:2])=[O:7])[CH2:13][CH2:12]1. The reactants are [C:1]([O:5][C:6]([N:8]1[CH2:13][CH2:12][C:11]([C:17]([O:19][CH3:20])=[O:18])([C:14](O)=[O:15])[CH2:10][CH2:9]1)=[O:7])([CH3:4])([CH3:3])[CH3:2].CCN(C(C)C)C(C)C.ClC(OC)=O.[BH4-].[Na+]. (9) The reactants are [Cl:1][C:2]1[CH:10]=[C:9]2[C:5]([CH:6]=[N:7][NH:8]2)=[CH:4][CH:3]=1.[OH-].[K+].[I:13]I. The catalyst is CN(C=O)C. The product is [Cl:1][C:2]1[CH:10]=[C:9]2[C:5]([C:6]([I:13])=[N:7][NH:8]2)=[CH:4][CH:3]=1. The yield is 0.710. (10) The reactants are [NH2:1][C:2]1[CH:28]=[CH:27][C:5]([O:6][C:7]2[C:16]3[C:11](=[CH:12][C:13]([O:19][CH2:20][C:21]4[CH:26]=[CH:25][CH:24]=[CH:23][CH:22]=4)=[C:14]([C:17]#[N:18])[CH:15]=3)[N:10]=[CH:9][CH:8]=2)=[CH:4][CH:3]=1.[F:29][C:30]1[CH:35]=[CH:34][C:33]([N:36]=[C:37]=[O:38])=[CH:32][CH:31]=1. The catalyst is C1(C)C=CC=CC=1.C(#N)C. The product is [CH2:20]([O:19][C:13]1[CH:12]=[C:11]2[C:16]([C:7]([O:6][C:5]3[CH:4]=[CH:3][C:2]([NH:1][C:37]([NH:36][C:33]4[CH:34]=[CH:35][C:30]([F:29])=[CH:31][CH:32]=4)=[O:38])=[CH:28][CH:27]=3)=[CH:8][CH:9]=[N:10]2)=[CH:15][C:14]=1[C:17]#[N:18])[C:21]1[CH:26]=[CH:25][CH:24]=[CH:23][CH:22]=1. The yield is 0.919.